This data is from Retrosynthesis with 50K atom-mapped reactions and 10 reaction types from USPTO. The task is: Predict the reactants needed to synthesize the given product. (1) Given the product Cn1cc(C(=O)NCc2ccc(Cl)cc2)c(=O)c2cc(CN3CCC[C@@H]3[C@@H](O)c3ccccn3)sc21, predict the reactants needed to synthesize it. The reactants are: Cn1cc(C(=O)NCc2ccc(Cl)cc2)c(=O)c2cc(CCl)sc21.OC(c1ccccn1)C1CCCN1. (2) Given the product C[C@@H](OC(C)(C)C)[C@H](N)C(=O)NC1(c2ncccn2)CC1, predict the reactants needed to synthesize it. The reactants are: C[C@@H](OC(C)(C)C)[C@H](NC(=O)OC(C)(C)C)C(=O)NC1(c2ncccn2)CC1. (3) Given the product CCNC(=S)NNC(=O)C(F)(F)F, predict the reactants needed to synthesize it. The reactants are: CCNC(=S)NN.O=C(OC(=O)C(F)(F)F)C(F)(F)F. (4) Given the product COc1c(C)ccc2[nH]c(C#N)cc12, predict the reactants needed to synthesize it. The reactants are: COc1c(C)ccc2[nH]c(C(N)=O)cc12. (5) Given the product CCCCCCCCCCCCc1csc(-c2cc(CCCCCCCCCCCC)c([Sn](C)(C)C)s2)c1, predict the reactants needed to synthesize it. The reactants are: CCCCCCCCCCCCc1csc(-c2cc(CCCCCCCCCCCC)c(Br)s2)c1.C[Sn](C)(C)Cl. (6) Given the product C=C(C)COc1ccccc1C, predict the reactants needed to synthesize it. The reactants are: C=C(C)CCl.Cc1ccccc1O. (7) Given the product CCn1nnc2c(N3CCOC[C@@H]3C)nc(-c3ccc(NC(=O)Nc4cccs4)cc3)nc21, predict the reactants needed to synthesize it. The reactants are: CCn1nnc2c(N3CCOC[C@@H]3C)nc(-c3ccc(N)cc3)nc21.O=C=Nc1cccs1. (8) Given the product COC(=O)c1c(-c2ccccc2)ccn1NC(=O)c1cncc(S(N)(=O)=O)c1, predict the reactants needed to synthesize it. The reactants are: COC(=O)c1c(-c2ccccc2)ccn1N.NS(=O)(=O)c1cncc(C(=O)O)c1.